Task: Predict the product of the given reaction.. Dataset: Forward reaction prediction with 1.9M reactions from USPTO patents (1976-2016) (1) The product is: [CH2:1]([N:3]1[C:7]([CH3:8])=[C:6]([CH3:9])[N:5]=[C:4]1[SH:10])[CH3:2]. Given the reactants [CH2:1]([N:3]1[C:7]([CH3:8])=[C:6]([CH3:9])[N:5]=[C:4]1[S:10]CC1C=CC(OC)=CC=1)[CH3:2].C(O)(C(F)(F)F)=O, predict the reaction product. (2) Given the reactants [CH2:1]([O:3][C:4]1([C:7]2[CH:12]=[CH:11][C:10]([C:13]#[CH:14])=[CH:9][C:8]=2[C:15]([CH3:18])([CH3:17])[CH3:16])[CH2:6][CH2:5]1)[CH3:2].[CH2:19]([O:21][C:22](=[O:30])[C:23]1[CH:28]=[CH:27][C:26](I)=[CH:25][CH:24]=1)[CH3:20], predict the reaction product. The product is: [CH2:1]([O:3][C:4]1([C:7]2[CH:12]=[CH:11][C:10]([C:13]#[C:14][C:26]3[CH:27]=[CH:28][C:23]([C:22]([O:21][CH2:19][CH3:20])=[O:30])=[CH:24][CH:25]=3)=[CH:9][C:8]=2[C:15]([CH3:17])([CH3:16])[CH3:18])[CH2:6][CH2:5]1)[CH3:2]. (3) Given the reactants [C:1]1([C:7]2[C:8](O)=[N:9][C:10]([C:13]3[CH:18]=[CH:17][CH:16]=[CH:15][N:14]=3)=[N:11][CH:12]=2)[CH:6]=[CH:5][CH:4]=[CH:3][CH:2]=1.P(Cl)(Cl)([Cl:22])=O, predict the reaction product. The product is: [Cl:22][C:8]1[C:7]([C:1]2[CH:6]=[CH:5][CH:4]=[CH:3][CH:2]=2)=[CH:12][N:11]=[C:10]([C:13]2[CH:18]=[CH:17][CH:16]=[CH:15][N:14]=2)[N:9]=1.